Dataset: Forward reaction prediction with 1.9M reactions from USPTO patents (1976-2016). Task: Predict the product of the given reaction. (1) Given the reactants [OH:1][NH:2][C:3](=O)[CH3:4].CC(C)([O-])C.[K+].[Cl:12][C:13]1[C:14]([O:22][CH2:23][C:24]2[CH:29]=[CH:28][C:27]([Cl:30])=[C:26]([Cl:31])[CH:25]=2)=[CH:15][C:16](F)=C([CH:20]=1)C#N.C[N:33](C=O)C, predict the reaction product. The product is: [Cl:12][C:13]1[C:14]([O:22][CH2:23][C:24]2[CH:29]=[CH:28][C:27]([Cl:30])=[C:26]([Cl:31])[CH:25]=2)=[CH:15][C:16]2[O:1][N:2]=[C:3]([NH2:33])[C:4]=2[CH:20]=1. (2) Given the reactants [Cl:1][C:2]1[CH:3]=[C:4]([NH:9][C:10]2[C:19]3[C:14](=[CH:15][CH:16]=[CH:17][C:18]=3[O:20][C@H:21]([CH3:28])[CH2:22][N:23]([CH3:27])[C:24](=[O:26])[CH3:25])[N:13]=[CH:12][N:11]=2)[CH:5]=[CH:6][C:7]=1[OH:8].CS(O[CH2:34][C:35]1[CH:40]=[N:39][CH:38]=[CH:37][N:36]=1)(=O)=O, predict the reaction product. The product is: [Cl:1][C:2]1[CH:3]=[C:4]([NH:9][C:10]2[C:19]3[C:14](=[CH:15][CH:16]=[CH:17][C:18]=3[O:20][C@H:21]([CH3:28])[CH2:22][N:23]([CH3:27])[C:24](=[O:26])[CH3:25])[N:13]=[CH:12][N:11]=2)[CH:5]=[CH:6][C:7]=1[O:8][CH2:34][C:35]1[CH:40]=[N:39][CH:38]=[CH:37][N:36]=1. (3) Given the reactants [CH3:1][C:2]1[CH:3]=[C:4]2[C:8](=[CH:9][CH:10]=1)[NH:7][CH:6]=[C:5]2[CH:11]=O.[CH2:13]([O:15][C:16](=[O:37])[CH:17]=P(C1C=CC=CC=1)(C1C=CC=CC=1)C1C=CC=CC=1)[CH3:14], predict the reaction product. The product is: [CH2:13]([O:15][C:16](=[O:37])/[CH:17]=[CH:11]/[C:5]1[C:4]2[C:8](=[CH:9][CH:10]=[C:2]([CH3:1])[CH:3]=2)[NH:7][CH:6]=1)[CH3:14]. (4) Given the reactants [S:1]1[C:5]([C:6]2[C:7]([O:27][CH3:28])=[CH:8][C:9]([O:25][CH3:26])=[C:10](/[CH:12]=[CH:13]/[C:14]([C:16]3[CH:24]=[CH:23][C:19]([C:20]([OH:22])=[O:21])=[CH:18][CH:17]=3)=[O:15])[CH:11]=2)=[CH:4][C:3]2[CH:29]=[CH:30][CH:31]=[CH:32][C:2]1=2.[NH:33]([CH2:35][C@@H:36]([C@H:38]([C@@H:40]([C@@H:42]([CH2:44][OH:45])[OH:43])[OH:41])[OH:39])[OH:37])[CH3:34].C(O)(=O)C1C=CC=CC=1.C(O)C, predict the reaction product. The product is: [CH3:34][NH:33][CH2:35][C@@H:36]([C@H:38]([C@@H:40]([C@@H:42]([CH2:44][OH:45])[OH:43])[OH:41])[OH:39])[OH:37].[S:1]1[C:5]([C:6]2[C:7]([O:27][CH3:28])=[CH:8][C:9]([O:25][CH3:26])=[C:10](/[CH:12]=[CH:13]/[C:14]([C:16]3[CH:24]=[CH:23][C:19]([C:20]([OH:22])=[O:21])=[CH:18][CH:17]=3)=[O:15])[CH:11]=2)=[CH:4][C:3]2[CH:29]=[CH:30][CH:31]=[CH:32][C:2]1=2. (5) Given the reactants [CH3:1][O:2][C:3]([C:5]1[C:10](Br)=[C:9]([NH:12][CH2:13][CH:14]2[CH2:16][CH2:15]2)[CH:8]=[C:7]([Cl:17])[N:6]=1)=[O:4].[CH2:18]([Sn](CCCC)(CCCC)C=C)[CH2:19]CC.ClCCl, predict the reaction product. The product is: [CH3:1][O:2][C:3]([C:5]1[C:10]([CH:18]=[CH2:19])=[C:9]([NH:12][CH2:13][CH:14]2[CH2:16][CH2:15]2)[CH:8]=[C:7]([Cl:17])[N:6]=1)=[O:4]. (6) Given the reactants [Cl-].O[NH3+].[C:4](=[O:7])([O-])[OH:5].[Na+].[CH:9]1([C:12]2[S:49][C:15]3[N:16]([CH2:34][C:35]4[CH:40]=[CH:39][C:38]([C:41]5[C:42]([C:47]#[N:48])=[CH:43][CH:44]=[CH:45][CH:46]=5)=[CH:37][CH:36]=4)[C:17](=[O:33])[N:18]([CH2:21][C:22]([C:24]4[CH:29]=[CH:28][C:27]([F:30])=[CH:26][C:25]=4[O:31][CH3:32])=[O:23])[C:19](=[O:20])[C:14]=3[CH:13]=2)[CH2:11][CH2:10]1.[N:50]12CCCN=C1CCCCC2, predict the reaction product. The product is: [CH:9]1([C:12]2[S:49][C:15]3[N:16]([CH2:34][C:35]4[CH:40]=[CH:39][C:38]([C:41]5[CH:46]=[CH:45][CH:44]=[CH:43][C:42]=5[C:47]5[NH:50][C:4](=[O:7])[O:5][N:48]=5)=[CH:37][CH:36]=4)[C:17](=[O:33])[N:18]([CH2:21][C:22]([C:24]4[CH:29]=[CH:28][C:27]([F:30])=[CH:26][C:25]=4[O:31][CH3:32])=[O:23])[C:19](=[O:20])[C:14]=3[CH:13]=2)[CH2:11][CH2:10]1. (7) Given the reactants C(OC([N:8]1[CH2:13][CH2:12][N:11]2[C:14](=[O:17])[CH2:15][CH2:16][C@H:10]2[C@@H:9]1[C:18]1[CH:23]=[CH:22][CH:21]=[C:20]([CH3:24])[C:19]=1[CH3:25])=O)(C)(C)C.Cl.CO.[OH-].[Na+], predict the reaction product. The product is: [CH3:25][C:19]1[C:20]([CH3:24])=[CH:21][CH:22]=[CH:23][C:18]=1[C@@H:9]1[NH:8][CH2:13][CH2:12][N:11]2[C:14](=[O:17])[CH2:15][CH2:16][C@@H:10]12. (8) Given the reactants [Cl:1][C:2]1[CH:7]=[CH:6][C:5]([N:8](CC2C=CC(OC)=CC=2)[C:9]([C:11]2[S:15][C:14]([NH:16][C:17]3[CH:22]=[CH:21][C:20]([CH:23]4[CH:25]([C:26]5[CH:31]=[CH:30][CH:29]=[CH:28][CH:27]=5)[O:24]4)=[CH:19][CH:18]=3)=[N:13][CH:12]=2)=[O:10])=[CH:4][CH:3]=1.O.C(C1C(=O)C(Cl)=C(Cl)C(=O)C=1C#N)#N, predict the reaction product. The product is: [Cl:1][C:2]1[CH:3]=[CH:4][C:5]([NH:8][C:9]([C:11]2[S:15][C:14]([NH:16][C:17]3[CH:22]=[CH:21][C:20]([CH:23]4[CH:25]([C:26]5[CH:27]=[CH:28][CH:29]=[CH:30][CH:31]=5)[O:24]4)=[CH:19][CH:18]=3)=[N:13][CH:12]=2)=[O:10])=[CH:6][CH:7]=1. (9) Given the reactants [CH3:1][C:2]1[NH:6][C:5]2[CH:7]=[C:8]([O:12][CH2:13][C:14]3[CH:23]=[CH:22][CH:21]=[CH:20][C:15]=3[C:16]([O:18][CH3:19])=[O:17])[CH:9]=[C:10]([CH3:11])[C:4]=2[N:3]=1.C([O-])([O-])=O.[K+].[K+].Br[CH2:31][C:32]1[CH:39]=[CH:38][C:35]([C:36]#[N:37])=[CH:34][C:33]=1[Cl:40], predict the reaction product. The product is: [Cl:40][C:33]1[CH:34]=[C:35]([C:36]#[N:37])[CH:38]=[CH:39][C:32]=1[CH2:31][N:6]1[C:5]2[CH:7]=[C:8]([O:12][CH2:13][C:14]3[CH:23]=[CH:22][CH:21]=[CH:20][C:15]=3[C:16]([O:18][CH3:19])=[O:17])[CH:9]=[C:10]([CH3:11])[C:4]=2[N:3]=[C:2]1[CH3:1].